From a dataset of NCI-60 drug combinations with 297,098 pairs across 59 cell lines. Regression. Given two drug SMILES strings and cell line genomic features, predict the synergy score measuring deviation from expected non-interaction effect. Drug 1: C1=NC2=C(N=C(N=C2N1C3C(C(C(O3)CO)O)O)F)N. Drug 2: C1=CN(C=N1)CC(O)(P(=O)(O)O)P(=O)(O)O. Cell line: NCI-H226. Synergy scores: CSS=1.64, Synergy_ZIP=-1.58, Synergy_Bliss=-2.56, Synergy_Loewe=0.593, Synergy_HSA=-1.87.